This data is from Forward reaction prediction with 1.9M reactions from USPTO patents (1976-2016). The task is: Predict the product of the given reaction. Given the reactants [CH3:1][CH:2]([CH3:38])[C@H:3]([N:8]1[CH2:16][C:15]2[C:10](=[CH:11][C:12]([C:17]3[CH:22]=[CH:21][C:20]([NH:23][C:24]([C:26]4[S:27][C:28](C5C=CC=CC=5)=[CH:29][N:30]=4)=[O:25])=[CH:19][CH:18]=3)=[CH:13][CH:14]=2)[C:9]1=[O:37])[C:4]([O:6][CH3:7])=[O:5].N[C:40]1[CH:45]=[CH:44][C:43]([C:40]2[CH:45]=[C:44]3[C:43](CN([C@@H](C(C)C)C(OC)=O)C3=O)=[CH:42][CH:41]=2)=[CH:42][CH:41]=1.C1(C2N=C(C(OC)=O)SC=2)C=CC=CC=1, predict the reaction product. The product is: [CH3:1][CH:2]([CH3:38])[C@H:3]([N:8]1[CH2:16][C:15]2[C:10](=[CH:11][C:12]([C:17]3[CH:18]=[CH:19][C:20]([NH:23][C:24]([C:26]4[S:27][CH:28]=[C:29]([C:40]5[CH:45]=[CH:44][CH:43]=[CH:42][CH:41]=5)[N:30]=4)=[O:25])=[CH:21][CH:22]=3)=[CH:13][CH:14]=2)[C:9]1=[O:37])[C:4]([O:6][CH3:7])=[O:5].